This data is from Human liver microsome stability data. The task is: Regression/Classification. Given a drug SMILES string, predict its absorption, distribution, metabolism, or excretion properties. Task type varies by dataset: regression for continuous measurements (e.g., permeability, clearance, half-life) or binary classification for categorical outcomes (e.g., BBB penetration, CYP inhibition). Dataset: hlm. (1) The drug is CNC(=O)[C@H](Cc1c[nH]cn1)NC(=O)CN(CCCc1ccccc1)CC(=O)O. The result is 0 (unstable in human liver microsomes). (2) The molecule is Cc1ccc2c(Cl)cc(Cl)c(O)c2n1. The result is 1 (stable in human liver microsomes). (3) The molecule is O=C(Nc1ccc(F)c(-c2nc3ncc(-c4ccccc4Cl)cn3n2)c1)N1CCC(F)(F)C1. The result is 0 (unstable in human liver microsomes). (4) The drug is COc1cc2c(N3CCN(C(=O)Nc4ccc(C#N)cc4)CC3)ncnc2cc1OCCCN1CCC(F)(F)CC1. The result is 1 (stable in human liver microsomes).